Dataset: Retrosynthesis with 50K atom-mapped reactions and 10 reaction types from USPTO. Task: Predict the reactants needed to synthesize the given product. (1) Given the product O=C(NCCCl)C(F)(F)F, predict the reactants needed to synthesize it. The reactants are: NCCCl.O=C(OC(=O)C(F)(F)F)C(F)(F)F. (2) Given the product COc1cc(-c2csc3c(/C=C/C=O)cnc(N)c23)ccc1NC(=O)c1cc2ccccc2n1C, predict the reactants needed to synthesize it. The reactants are: CCOC(/C=C/c1cnc(N)c2c(-c3ccc(NC(=O)c4cc5ccccc5n4C)c(OC)c3)csc12)OCC.